From a dataset of Full USPTO retrosynthesis dataset with 1.9M reactions from patents (1976-2016). Predict the reactants needed to synthesize the given product. (1) Given the product [C:25]([C:27]1[C:28]([OH:29])=[N:30][C:4]([OH:24])=[CH:5][C:6]=1[CH2:7][CH2:8][CH2:9][CH2:10][CH2:11][CH2:12][CH2:13][CH2:14][CH2:15][CH2:16][CH2:17][CH2:18][CH2:19][CH2:20][CH2:21][CH3:22])#[N:26], predict the reactants needed to synthesize it. The reactants are: C(O[C:4](=[O:24])[CH2:5][C:6](=O)[CH2:7][CH2:8][CH2:9][CH2:10][CH2:11][CH2:12][CH2:13][CH2:14][CH2:15][CH2:16][CH2:17][CH2:18][CH2:19][CH2:20][CH2:21][CH3:22])C.[C:25]([CH2:27][C:28]([NH2:30])=[O:29])#[N:26].N1CCCCC1. (2) Given the product [N+:11]([C:2]1[CH:9]=[CH:8][C:5]([C:6]#[N:7])=[CH:4][C:3]=1[Cl:10])([O-:13])=[O:12], predict the reactants needed to synthesize it. The reactants are: N[C:2]1[CH:9]=[CH:8][C:5]([C:6]#[N:7])=[CH:4][C:3]=1[Cl:10].[N:11]([O-:13])=[O:12].[Na+]. (3) Given the product [Cl:31][C:29]1[N:28]=[C:27]([NH:3][C:4]2[CH:5]=[CH:6][C:7]([N:15]3[CH2:16][CH2:17][N:18]([CH:21]([CH3:23])[CH3:22])[CH2:19][CH2:20]3)=[C:8]3[C:12]=2[C:11](=[O:13])[N:10]([CH3:14])[CH2:9]3)[C:26]([C:32]#[N:33])=[CH:25][CH:30]=1, predict the reactants needed to synthesize it. The reactants are: [H-].[Na+].[NH2:3][C:4]1[CH:5]=[CH:6][C:7]([N:15]2[CH2:20][CH2:19][N:18]([CH:21]([CH3:23])[CH3:22])[CH2:17][CH2:16]2)=[C:8]2[C:12]=1[C:11](=[O:13])[N:10]([CH3:14])[CH2:9]2.Cl[C:25]1[CH:30]=[C:29]([Cl:31])[N:28]=[CH:27][C:26]=1[C:32]#[N:33]. (4) Given the product [CH2:1]([N:3]([CH2:7][CH3:8])[C:4]([NH:22][C:10]1[CH:11]=[CH:12][C:13]2[O:14][C:15]3[CH2:21][CH2:20][CH2:19][CH2:18][C:16]=3[C:17]=2[CH:9]=1)=[O:5])[CH3:2], predict the reactants needed to synthesize it. The reactants are: [CH2:1]([N:3]([CH2:7][CH3:8])[C:4](Cl)=[O:5])[CH3:2].[CH:9]1[C:17]2[C:16]3[CH2:18][CH2:19][CH2:20][CH2:21][C:15]=3[O:14][C:13]=2[CH:12]=[CH:11][C:10]=1[NH2:22]. (5) Given the product [Cl:1][C:2]1[C:20]([Cl:21])=[CH:19][C:5]2[N:6]([C:9]3[S:13][C:12]([C:14]([O:16][CH3:17])=[O:15])=[C:11]([O:18][CH2:27][C:24]4[CH:25]=[CH:26][S:22][CH:23]=4)[CH:10]=3)[CH:7]=[N:8][C:4]=2[CH:3]=1, predict the reactants needed to synthesize it. The reactants are: [Cl:1][C:2]1[C:20]([Cl:21])=[CH:19][C:5]2[N:6]([C:9]3[S:13][C:12]([C:14]([O:16][CH3:17])=[O:15])=[C:11]([OH:18])[CH:10]=3)[CH:7]=[N:8][C:4]=2[CH:3]=1.[S:22]1[CH:26]=[CH:25][C:24]([CH2:27]O)=[CH:23]1.N(C(OCC)=O)NC(OCC)=O. (6) Given the product [Br:11][C:12]1[CH:13]=[C:14]([NH:18][C:19]2[C:28]3[C:23](=[CH:24][CH:25]=[C:26]([OH:29])[CH:27]=3)[N:22]=[CH:21][N:20]=2)[CH:15]=[CH:16][CH:17]=1, predict the reactants needed to synthesize it. The reactants are: N1C2C(=CC=CC=2)C=NC=1.[Br:11][C:12]1[CH:13]=[C:14]([NH:18][C:19]2[C:28]3[C:23](=[CH:24][CH:25]=[C:26]([O:29]C)[CH:27]=3)[N:22]=[CH:21][N:20]=2)[CH:15]=[CH:16][CH:17]=1.C([S-])C.[Na+].